Predict which catalyst facilitates the given reaction. From a dataset of Catalyst prediction with 721,799 reactions and 888 catalyst types from USPTO. (1) Reactant: [C:1]([C:3](=[CH:7][C:8]1[CH:13]=[CH:12][C:11]([OH:14])=[CH:10][CH:9]=1)[C:4]([OH:6])=[O:5])#[N:2].C(N(CC)CC)C.[C:22]([O:26][C:27](OC([O-])=O)=[O:28])([CH3:25])([CH3:24])[CH3:23]. Product: [C:1]([C:3](=[CH:7][C:8]1[CH:9]=[CH:10][C:11]([O:14][C:27]([O:26][C:22]([CH3:25])([CH3:24])[CH3:23])=[O:28])=[CH:12][CH:13]=1)[C:4]([OH:6])=[O:5])#[N:2]. The catalyst class is: 599. (2) Product: [NH2:20][C:13]1[CH:12]=[C:11]([CH:16]=[CH:15][C:14]=1[NH2:17])[C:10]([NH:9][CH2:8][CH2:7][N:1]1[CH2:6][CH2:5][O:4][CH2:3][CH2:2]1)=[O:23]. Reactant: [N:1]1([CH2:7][CH2:8][NH:9][C:10](=[O:23])[C:11]2[CH:16]=[CH:15][C:14]([N+:17]([O-])=O)=[C:13]([N+:20]([O-])=O)[CH:12]=2)[CH2:6][CH2:5][O:4][CH2:3][CH2:2]1. The catalyst class is: 29. (3) Reactant: [F:1][C:2]1[CH:10]=[C:9]2[C:5]([C:6](I)=[CH:7][N:8]2[S:11]([C:14]2[CH:19]=[CH:18][CH:17]=[CH:16][CH:15]=2)(=[O:13])=[O:12])=[CH:4][CH:3]=1.CC1(C)C(C)(C)OB([C:29]2[CH:37]=[C:36]3[C:32]([CH2:33][C:34](=[O:38])[NH:35]3)=[CH:31][CH:30]=2)O1.C([O-])([O-])=O.[K+].[K+]. Product: [F:1][C:2]1[CH:10]=[C:9]2[C:5]([C:6]([C:29]3[CH:37]=[C:36]4[C:32]([CH2:33][C:34](=[O:38])[NH:35]4)=[CH:31][CH:30]=3)=[CH:7][N:8]2[S:11]([C:14]2[CH:19]=[CH:18][CH:17]=[CH:16][CH:15]=2)(=[O:13])=[O:12])=[CH:4][CH:3]=1. The catalyst class is: 70. (4) Reactant: [C:1]([C:3]1[CH:4]=[C:5]2[C:10](=[CH:11][CH:12]=1)[N:9]([CH2:13][CH2:14][N:15]1[CH2:20][CH2:19][CH:18]([NH:21]C(=O)OC(C)(C)C)[CH2:17][CH2:16]1)[C:8](=[O:29])[CH:7]=[N:6]2)#[N:2].C(O)(C(F)(F)F)=O. Product: [NH2:21][CH:18]1[CH2:19][CH2:20][N:15]([CH2:14][CH2:13][N:9]2[C:10]3[C:5](=[CH:4][C:3]([C:1]#[N:2])=[CH:12][CH:11]=3)[N:6]=[CH:7][C:8]2=[O:29])[CH2:16][CH2:17]1. The catalyst class is: 366.